Dataset: Full USPTO retrosynthesis dataset with 1.9M reactions from patents (1976-2016). Task: Predict the reactants needed to synthesize the given product. (1) Given the product [CH3:19][NH:20][C:21]([C:23]1[C:31]2[C:26](=[CH:27][C:28]([O:32][C:2]3[CH:7]=[CH:6][N:5]=[C:4]4[CH:8]=[C:9]([C:11]([N:13]5[CH2:17][CH2:16][CH:15]([OH:18])[CH2:14]5)=[O:12])[S:10][C:3]=34)=[CH:29][CH:30]=2)[NH:25][C:24]=1[CH3:33])=[O:22], predict the reactants needed to synthesize it. The reactants are: Cl[C:2]1[CH:7]=[CH:6][N:5]=[C:4]2[CH:8]=[C:9]([C:11]([N:13]3[CH2:17][CH2:16][C@@H:15]([OH:18])[CH2:14]3)=[O:12])[S:10][C:3]=12.[CH3:19][NH:20][C:21]([C:23]1[C:31]2[C:26](=[CH:27][C:28]([OH:32])=[CH:29][CH:30]=2)[NH:25][C:24]=1[CH3:33])=[O:22].C([O-])([O-])=O.[Cs+].[Cs+]. (2) Given the product [C:1]([NH:8][C@@H:9]([C:17]([N:30]1[CH2:29][CH2:28][N:27]([CH:24]2[CH2:25][CH2:26][N:21]([CH3:20])[CH2:22][CH2:23]2)[CH2:32][CH2:31]1)=[O:19])[CH2:10][C:11]1[CH:16]=[CH:15][CH:14]=[CH:13][N:12]=1)([O:3][C:4]([CH3:5])([CH3:6])[CH3:7])=[O:2], predict the reactants needed to synthesize it. The reactants are: [C:1]([NH:8][C@@H:9]([C:17]([OH:19])=O)[CH2:10][C:11]1[CH:16]=[CH:15][CH:14]=[CH:13][N:12]=1)([O:3][C:4]([CH3:7])([CH3:6])[CH3:5])=[O:2].[CH3:20][N:21]1[CH2:26][CH2:25][CH:24]([N:27]2[CH2:32][CH2:31][NH:30][CH2:29][CH2:28]2)[CH2:23][CH2:22]1. (3) Given the product [CH3:36][O:35][C:33](=[O:34])[CH2:32][N:26]1[N:27]=[N:28][C:24]([C:21]2[CH:22]=[CH:23][C:18]([C:17]3[O:16][N:15]=[C:14]([CH3:29])[C:13]=3[NH:12][C:11]([O:10][C@@H:8]([C:3]3[CH:4]=[CH:5][CH:6]=[CH:7][C:2]=3[F:1])[CH3:9])=[O:30])=[CH:19][CH:20]=2)=[N:25]1, predict the reactants needed to synthesize it. The reactants are: [F:1][C:2]1[CH:7]=[CH:6][CH:5]=[CH:4][C:3]=1[C@H:8]([O:10][C:11](=[O:30])[NH:12][C:13]1[C:14]([CH3:29])=[N:15][O:16][C:17]=1[C:18]1[CH:23]=[CH:22][C:21]([C:24]2[N:25]=[N:26][NH:27][N:28]=2)=[CH:20][CH:19]=1)[CH3:9].Br[CH2:32][C:33]([O:35][CH3:36])=[O:34].C(=O)([O-])[O-].[K+].[K+]. (4) Given the product [CH3:26][N:27]([CH3:28])[C:2]1[CH:3]=[CH:4][CH:5]=[C:6]([NH:8][C:9]2[S:10][CH:11]=[C:12]([C:14]3[CH:19]=[CH:18][C:17]([C:20]4[CH:25]=[CH:24][CH:23]=[CH:22][CH:21]=4)=[CH:16][CH:15]=3)[N:13]=2)[N:7]=1, predict the reactants needed to synthesize it. The reactants are: F[C:2]1[N:7]=[C:6]([NH:8][C:9]2[S:10][CH:11]=[C:12]([C:14]3[CH:19]=[CH:18][C:17]([C:20]4[CH:25]=[CH:24][CH:23]=[CH:22][CH:21]=4)=[CH:16][CH:15]=3)[N:13]=2)[CH:5]=[CH:4][CH:3]=1.[CH3:26][NH:27][CH3:28].O. (5) Given the product [CH2:1]([O:3][C:4]([C@H:6]1[CH2:11][CH2:10][CH2:9][N:8]([C:12](=[O:20])[C:13]2[CH:18]=[CH:17][CH:16]=[CH:15][C:14]=2[CH3:19])[C@H:7]1[C:21]1[CH:22]=[CH:23][C:24]([NH:27][CH:28]2[CH2:32][CH2:31][CH2:30][CH2:29]2)=[CH:25][CH:26]=1)=[O:5])[CH3:2], predict the reactants needed to synthesize it. The reactants are: [CH2:1]([O:3][C:4]([C@H:6]1[CH2:11][CH2:10][CH2:9][N:8]([C:12](=[O:20])[C:13]2[CH:18]=[CH:17][CH:16]=[CH:15][C:14]=2[CH3:19])[C@H:7]1[C:21]1[CH:26]=[CH:25][C:24]([NH2:27])=[CH:23][CH:22]=1)=[O:5])[CH3:2].[C:28]1(=O)[CH2:32][CH2:31][CH2:30][CH2:29]1.C(O)(=O)C.